Dataset: Reaction yield outcomes from USPTO patents with 853,638 reactions. Task: Predict the reaction yield, written as a fraction of the theoretical maximum amount of product (1.0 means a 100% yield; for example, 0.34 means a 34% yield). (1) The reactants are Cl[C:2]1[C:3]([N:8]2[CH2:13][CH2:12][CH:11]([C:14]3[NH:18][C:17]4[CH:19]=[CH:20][C:21]([C:23]#[N:24])=[CH:22][C:16]=4[N:15]=3)[CH2:10][CH2:9]2)=[N:4][CH:5]=[CH:6][N:7]=1.[NH:25]1[CH2:30][CH2:29][O:28][CH2:27][CH2:26]1. The catalyst is N1C=CC=CC=1. The product is [N:25]1([C:2]2[C:3]([N:8]3[CH2:9][CH2:10][CH:11]([C:14]4[NH:18][C:17]5[CH:19]=[CH:20][C:21]([C:23]#[N:24])=[CH:22][C:16]=5[N:15]=4)[CH2:12][CH2:13]3)=[N:4][CH:5]=[CH:6][N:7]=2)[CH2:30][CH2:29][O:28][CH2:27][CH2:26]1. The yield is 0.160. (2) The reactants are [F:1][C:2]1[CH:7]=[CH:6][CH:5]=[C:4]([O:8][CH3:9])[C:3]=1[OH:10].F[C:12]1[CH:17]=[CH:16][CH:15]=[CH:14][C:13]=1[N+:18]([O-:20])=[O:19].FC1C=CC=C([O:36][CH3:37])C=1OC1C=CC=CC=1N.[NH2:38][C:39]1[S:40][CH:41]=[CH:42][N:43]=1. No catalyst specified. The product is [F:1][C:2]1[CH:7]=[CH:6][CH:5]=[C:4]([O:8][CH3:9])[C:3]=1[O:10][C:12]1[CH:17]=[CH:16][CH:15]=[CH:14][C:13]=1[N+:18]([O-:20])=[O:19].[S:40]1[CH:41]=[CH:42][N:43]=[C:39]1[NH:38][C:37](=[O:36])[NH2:18]. The yield is 0.640. (3) The reactants are [F:1][C:2]1[CH:7]=[CH:6][CH:5]=[CH:4][C:3]=1[C:8]1[C:14]2[CH:15]=[CH:16][CH:17]=[C:18]([CH3:19])[C:13]=2[N:12]([CH2:20][C:21]([C:23]2[CH:28]=[CH:27][CH:26]=[CH:25][C:24]=2[CH3:29])=[O:22])[C:11](=[O:30])[CH:10]([NH:31][C:32]([NH:34][C:35]2[CH:40]=[CH:39][CH:38]=[C:37]([C:41]([O:43]C(C)(C)C)=[O:42])[CH:36]=2)=[O:33])[N:9]=1.FC(F)(F)C(O)=O. The catalyst is C(Cl)Cl. The product is [F:1][C:2]1[CH:7]=[CH:6][CH:5]=[CH:4][C:3]=1[C:8]1[C:14]2[CH:15]=[CH:16][CH:17]=[C:18]([CH3:19])[C:13]=2[N:12]([CH2:20][C:21]([C:23]2[CH:28]=[CH:27][CH:26]=[CH:25][C:24]=2[CH3:29])=[O:22])[C:11](=[O:30])[CH:10]([NH:31][C:32]([NH:34][C:35]2[CH:40]=[CH:39][CH:38]=[C:37]([C:41]([OH:43])=[O:42])[CH:36]=2)=[O:33])[N:9]=1. The yield is 0.980. (4) The reactants are [NH2:1][C:2]1[C:7]([OH:8])=[CH:6][C:5]([C:9]2[CH:14]=[CH:13][CH:12]=[CH:11][CH:10]=2)=[CH:4][N:3]=1.[H-].[Na+].[C:17](Cl)([C:30]1[CH:35]=[CH:34][CH:33]=[CH:32][CH:31]=1)([C:24]1[CH:29]=[CH:28][CH:27]=[CH:26][CH:25]=1)[C:18]1[CH:23]=[CH:22][CH:21]=[CH:20][CH:19]=1. The catalyst is C1COCC1. The product is [C:9]1([C:5]2[CH:6]=[C:7]([OH:8])[C:2]([NH:1][C:17]([C:18]3[CH:23]=[CH:22][CH:21]=[CH:20][CH:19]=3)([C:30]3[CH:31]=[CH:32][CH:33]=[CH:34][CH:35]=3)[C:24]3[CH:25]=[CH:26][CH:27]=[CH:28][CH:29]=3)=[N:3][CH:4]=2)[CH:14]=[CH:13][CH:12]=[CH:11][CH:10]=1. The yield is 0.230. (5) The reactants are CC(C)([O-])C.[Na+].[CH2:7]([C@@H:14]1[NH:19][CH2:18][CH2:17][N:16]([C:20]2[CH:28]=[C:27]3[C:23]([C:24]([CH2:33][CH3:34])=[N:25][N:26]3[CH:29]3[CH2:32][CH2:31][CH2:30]3)=[CH:22][CH:21]=2)[CH2:15]1)[C:8]1[CH:13]=[CH:12][CH:11]=[CH:10][CH:9]=1.Br[C:36]1[CH:37]=[N:38][CH:39]=[CH:40][CH:41]=1. The catalyst is C1(C)C=CC=CC=1.C1C=CC(/C=C/C(/C=C/C2C=CC=CC=2)=O)=CC=1.C1C=CC(/C=C/C(/C=C/C2C=CC=CC=2)=O)=CC=1.C1C=CC(/C=C/C(/C=C/C2C=CC=CC=2)=O)=CC=1.[Pd].[Pd]. The product is [CH2:7]([C@@H:14]1[N:19]([C:36]2[CH:37]=[N:38][CH:39]=[CH:40][CH:41]=2)[CH2:18][CH2:17][N:16]([C:20]2[CH:28]=[C:27]3[C:23]([C:24]([CH2:33][CH3:34])=[N:25][N:26]3[CH:29]3[CH2:30][CH2:31][CH2:32]3)=[CH:22][CH:21]=2)[CH2:15]1)[C:8]1[CH:9]=[CH:10][CH:11]=[CH:12][CH:13]=1. The yield is 0.130. (6) The reactants are [CH3:1][C:2]1[N:37]=[C:5]2[N:6]([CH2:33][C:34](=O)[CH3:35])[C:7](=[O:32])[C:8]([CH2:13][C:14]3[CH:19]=[CH:18][C:17]([C:20]4[CH:25]=[CH:24][CH:23]=[CH:22][C:21]=4[C:26]4[NH:30][C:29](=[O:31])[O:28][N:27]=4)=[CH:16][CH:15]=3)=[C:9]([CH2:10][CH2:11][CH3:12])[N:4]2[N:3]=1.Cl.[NH2:39][O:40][CH:41]([CH3:43])[CH3:42].N1C=CC=CC=1.Cl. The catalyst is O.C(OCC)(=O)C. The product is [CH3:1][C:2]1[N:37]=[C:5]2[N:6]([CH2:33]/[C:34](=[N:39]\[O:40][CH:41]([CH3:43])[CH3:42])/[CH3:35])[C:7](=[O:32])[C:8]([CH2:13][C:14]3[CH:15]=[CH:16][C:17]([C:20]4[CH:25]=[CH:24][CH:23]=[CH:22][C:21]=4[C:26]4[NH:30][C:29](=[O:31])[O:28][N:27]=4)=[CH:18][CH:19]=3)=[C:9]([CH2:10][CH2:11][CH3:12])[N:4]2[N:3]=1. The yield is 0.110.